From a dataset of Catalyst prediction with 721,799 reactions and 888 catalyst types from USPTO. Predict which catalyst facilitates the given reaction. (1) Reactant: C(OC([N:8]1[CH2:13][CH2:12][N:11]([C:14]2[C:15]3[C:30]([CH:31]4[CH2:33][CH2:32]4)=[CH:29][N:28]=[CH:27][C:16]=3[N:17]=[C:18]([C:20]3[CH:25]=[CH:24][N:23]=[C:22](Cl)[CH:21]=3)[N:19]=2)[CH2:10][CH2:9]1)=O)(C)(C)C.[CH3:34][N:35]1[C:43]([CH3:44])=[C:42]2[C:37]([CH:38]=[C:39]([NH2:45])[CH:40]=[CH:41]2)=[N:36]1.CC1(C)C2C=CC=C(P(C3C=CC=CC=3)C3C=CC=CC=3)C=2OC2C1=CC=CC=2P(C1C=CC=CC=1)C1C=CC=CC=1.C(=O)([O-])[O-].[Cs+].[Cs+].C(Cl)Cl.FC(F)(F)C(O)=O. Product: [CH:31]1([C:30]2[C:15]3[C:14]([N:11]4[CH2:12][CH2:13][NH:8][CH2:9][CH2:10]4)=[N:19][C:18]([C:20]4[CH:25]=[CH:24][N:23]=[C:22]([NH:45][C:39]5[CH:40]=[CH:41][C:42]6[C:37]([CH:38]=5)=[N:36][N:35]([CH3:34])[C:43]=6[CH3:44])[CH:21]=4)=[N:17][C:16]=3[CH:27]=[N:28][CH:29]=2)[CH2:33][CH2:32]1. The catalyst class is: 584. (2) Reactant: [CH3:1][O:2][C:3]1[C:4](C=O)=[CH:5][C:6]2[O:10][CH2:9][CH2:8][C:7]=2[CH:11]=1.[C:14]([O:22][CH2:23][CH3:24])(=[O:21])[CH2:15][C:16]([O:18][CH2:19][CH3:20])=[O:17].C(O)(=O)C.N1CCCCC1. Product: [CH3:1][O:2][CH:3]1[CH:11]=[C:7]2[CH2:8][CH2:9][O:10][C:6]2=[CH:5][C:4]1=[C:15]([C:16]([O:18][CH2:19][CH3:20])=[O:17])[C:14]([O:22][CH2:23][CH3:24])=[O:21]. The catalyst class is: 638. (3) Reactant: C[O:2][C:3](=[O:37])[C:4]1[CH:9]=[CH:8][C:7]([CH2:10][N:11]([CH2:20][CH2:21][C:22]2[N:23]=[C:24]([S:27][C:28]([CH3:36])([CH3:35])[C:29]([C:31]([CH3:34])([CH3:33])[CH3:32])=[O:30])[S:25][CH:26]=2)[C:12]2[N:17]=[CH:16][C:15]([CH2:18][CH3:19])=[CH:14][N:13]=2)=[CH:6][CH:5]=1.[OH-].[Na+].C(O)(=O)CC(CC(O)=O)(C(O)=O)O. Product: [C:31]([C:29](=[O:30])[C:28]([S:27][C:24]1[S:25][CH:26]=[C:22]([CH2:21][CH2:20][N:11]([CH2:10][C:7]2[CH:6]=[CH:5][C:4]([C:3]([OH:37])=[O:2])=[CH:9][CH:8]=2)[C:12]2[N:13]=[CH:14][C:15]([CH2:18][CH3:19])=[CH:16][N:17]=2)[N:23]=1)([CH3:35])[CH3:36])([CH3:32])([CH3:33])[CH3:34]. The catalyst class is: 111. (4) Reactant: [N+:1]([C:4]1[CH:30]=[CH:29][C:7]([CH2:8][CH:9]2[NH:26][CH2:25][C:24](=O)[NH:23][CH2:22][CH2:21][NH:20][CH2:19][CH2:18][NH:17][CH2:16][CH2:15][NH:14][CH2:13][CH2:12][NH:11][C:10]2=O)=[CH:6][CH:5]=1)([O-:3])=[O:2].CO. Product: [N+:1]([C:4]1[CH:30]=[CH:29][C:7]([CH2:8][CH:9]2[CH2:10][NH:11][CH2:12][CH2:13][NH:14][CH2:15][CH2:16][NH:17][CH2:18][CH2:19][NH:20][CH2:21][CH2:22][NH:23][CH2:24][CH2:25][NH:26]2)=[CH:6][CH:5]=1)([O-:3])=[O:2]. The catalyst class is: 20. (5) The catalyst class is: 7. Product: [ClH:43].[CH:1]([CH:14]1[C:19](=[O:20])[CH2:18][CH2:17][N:16]([CH2:21][C:22]2[CH:27]=[CH:26][C:25]([CH2:28][C:29]([OH:31])=[O:30])=[CH:24][CH:23]=2)[CH2:15]1)([C:2]1[CH:3]=[CH:4][CH:5]=[CH:6][CH:7]=1)[C:8]1[CH:13]=[CH:12][CH:11]=[CH:10][CH:9]=1. Reactant: [CH:1]([CH:14]1[C:19](=[O:20])[CH2:18][CH2:17][N:16]([CH2:21][C:22]2[CH:27]=[CH:26][C:25]([CH2:28][C:29]([O:31]CC(=O)C3C=CC=CC=3)=[O:30])=[CH:24][CH:23]=2)[CH2:15]1)([C:8]1[CH:13]=[CH:12][CH:11]=[CH:10][CH:9]=1)[C:2]1[CH:7]=[CH:6][CH:5]=[CH:4][CH:3]=1.[OH-].[Na+].[ClH:43]. (6) The catalyst class is: 6. Reactant: Br[C:2]1[CH:7]=[CH:6][C:5]([CH:8]([CH:10]2[CH2:12][CH2:11]2)[CH3:9])=[CH:4][CH:3]=1.[CH3:13][NH2:14]. Product: [CH:10]1([CH:8]([C:5]2[CH:6]=[CH:7][C:2]([NH:14][CH3:13])=[CH:3][CH:4]=2)[CH3:9])[CH2:12][CH2:11]1.